Dataset: Peptide-MHC class II binding affinity with 134,281 pairs from IEDB. Task: Regression. Given a peptide amino acid sequence and an MHC pseudo amino acid sequence, predict their binding affinity value. This is MHC class II binding data. (1) The MHC is DRB1_1101 with pseudo-sequence DRB1_1101. The peptide sequence is WKLEGRWDGEEEVQL. The binding affinity (normalized) is 0. (2) The peptide sequence is EWVAMTKGEGGVWTF. The MHC is DRB5_0101 with pseudo-sequence DRB5_0101. The binding affinity (normalized) is 0.127. (3) The peptide sequence is QIHQYIMALREEYFD. The MHC is DRB1_1201 with pseudo-sequence DRB1_1201. The binding affinity (normalized) is 0.591. (4) The peptide sequence is FDPYGATISAKPESA. The MHC is HLA-DQA10501-DQB10301 with pseudo-sequence HLA-DQA10501-DQB10301. The binding affinity (normalized) is 0.769. (5) The peptide sequence is KNPTDTGHGTVVMQV. The MHC is HLA-DQA10501-DQB10302 with pseudo-sequence HLA-DQA10501-DQB10302. The binding affinity (normalized) is 0.360. (6) The peptide sequence is NAAYNAADHAAPEDK. The binding affinity (normalized) is 0.378. The MHC is HLA-DQA10101-DQB10501 with pseudo-sequence HLA-DQA10101-DQB10501. (7) The peptide sequence is STGGAYDTYKCIPSL. The MHC is HLA-DQA10102-DQB10502 with pseudo-sequence HLA-DQA10102-DQB10502. The binding affinity (normalized) is 0.259. (8) The peptide sequence is GFKAAVAAAASVP. The MHC is DRB1_0401 with pseudo-sequence DRB1_0401. The binding affinity (normalized) is 0.948.